From a dataset of Full USPTO retrosynthesis dataset with 1.9M reactions from patents (1976-2016). Predict the reactants needed to synthesize the given product. Given the product [CH3:1][O:2][C:3]1[CH:4]=[C:5]([C:9]2([C:16]([O:18][CH3:19])=[O:17])[CH2:10][CH2:11][C:12](=[O:15])[CH2:13][CH2:14]2)[CH:6]=[CH:7][CH:8]=1, predict the reactants needed to synthesize it. The reactants are: [CH3:1][O:2][C:3]1[CH:4]=[C:5]([C:9]2([C:16]([OH:18])=[O:17])[CH2:14][CH2:13][C:12](=[O:15])[CH2:11][CH2:10]2)[CH:6]=[CH:7][CH:8]=1.[CH3:19]I.O.[Cl-].[NH4+].